Dataset: Experimentally validated miRNA-target interactions with 360,000+ pairs, plus equal number of negative samples. Task: Binary Classification. Given a miRNA mature sequence and a target amino acid sequence, predict their likelihood of interaction. (1) The miRNA is mmu-miR-466i-5p with sequence UGUGUGUGUGUGUGUGUGUG. The protein sequence of the target gene is MGARRLRVRSQRSRDSSVPTQCNQTECFDPLVRNCVSCELFHTPDTGHTSSLEPGTALQPQEGSALRPDVALLVGAPALLGLILALTLVGLVSLVSWRWRQQLRTASPDTSEGVQQESLENVFVPSSETPHASAPTWPPLKEDADSALPRHSVPVPATELGSTELVTTKTAGPEQ. Result: 1 (interaction). (2) The miRNA is mmu-miR-496a-3p with sequence UGAGUAUUACAUGGCCAAUCUC. The protein sequence of the target gene is MNECNVHKEGYNELNQYLTTTQSKIFQCDKYVKVFHKLLNSNRHNTKHTGKKPFKCKKCGKSFCMLLHLCQHKRIHIRENSYRCEECGKAFIWFSTLTRHRRVHTGEKSYKYECGKSFNQDSNLTTHKRIHTGQKPYKCEECGTSFYQFSYLTRHKLIHTREKPYKCEQYGKTFNQSSTLTGHKIIHNGEKPYKCEECGKAFSIFSTPTKHKIIHTEEKSHRCEEYCKAYKESSHLTTHKRIHTGEKPYKCEECGKAFSIFSTLTKHKIIHTEEKSHRCEECGKAYKESSHLTTHKRIHT.... Result: 0 (no interaction). (3) The miRNA is hsa-miR-1260b with sequence AUCCCACCACUGCCACCAU. The protein sequence of the target gene is MAREECKALLDALNKTTACYHHLVLTVGGSADTQDLREELQKTRQKARELAVATGARLTVALRDRSLATEERAEFERLWVAFSGCLDLLEADMQRALALGATFPLHAPRRPLVRTGVTGGSSAVAARALSARSLRHEAESDFDVADLPQLEREVLQVGEMIDDMEMKVNVPRWTVQARQAAGAELLSGASAGASSAGGISVEERAGPCDPSKALAATVFSAVLLVAVALALCVAKLS. Result: 0 (no interaction). (4) The miRNA is hsa-miR-203a-3p with sequence GUGAAAUGUUUAGGACCACUAG. The protein sequence of the target gene is MAATLKSLKLVRYRAFCSPSAFGAVRSVSYWNVSSTQHGGQDPPEHISLCHSAKKVKNICSTFSSRRILTTSSAHPGLEFSKTSSSKASTLQLGSPRATGVDEEDVEVFDSFENMRVFLQLRPEYRVHSYNASETSQLLSVSEGELILHKVRVNQNNLQAQVIVDYLCKLSSLPAEQHPVLLGSTSFALLCQLSVKKIQLFDTQDLINVLKAFVILGIPHSHSMLDVYETKCCHQVWEMNMDQLLLVADLWRYLGRKVPRFLNIFSSYLNLHWKDLSLSQLVHLIYVIGENRQVSQDLMQ.... Result: 0 (no interaction). (5) The miRNA is hsa-miR-3659 with sequence UGAGUGUUGUCUACGAGGGCA. Result: 0 (no interaction). The protein sequence of the target gene is MTCPDKPGQLINWFICSLCVPRVRKLWSSRRPRTRRNLLLGTACAIYLGFLVSQVGRASLQHGQAAEKGPHRSRDTAEPSFPEIPLDGTLAPPESQGNGSTLQPNVVYITLRSKRSKPANIRGTVKPKRRKKHAVASAAPGQEALVGPSLQPQEAAREADAVAPGYAQGANLVKIGERPWRLVRGPGVRAGGPDFLQPSSRESNIRIYSESAPSWLSKDDIRRMRLLADSAVAGLRPVSSRSGARLLVLEGGAPGAVLRCGPSPCGLLKQPLDMSEVFAFHLDRILGLNRTLPSVSRKAE.... (6) The miRNA is hsa-miR-6866-5p with sequence UUAGAGGCUGGAAUAGAGAUUCU. The protein sequence of the target gene is MANSMNGRNPGGRGGNPRKGRILGIIDAIQDAVGPPKQAAADRRTVEKTWKLMDKVVRLCQNPKLQLKNSPPYILDILPDTYQHLRLILSKYDDNQKLAQLSENEYFKIYIDSLMKKSKRAIRLFKEGKERMYEEQSQDRRNLTKLSLIFSHMLAEIKAIFPNGQFQGDNFRITKADAAEFWRKFFGDKTIVPWKVFRQCLHEVHQISSGLEAMALKSTIDLTCNDYISVFEFDIFTRLFQPWGSILRNWNFLAVTHPGYMAFLTYDEVKARLQKYSTKPGSYIFRLSCTRLGQWAIGYV.... Result: 0 (no interaction).